Dataset: Reaction yield outcomes from USPTO patents with 853,638 reactions. Task: Predict the reaction yield, written as a fraction of the theoretical maximum amount of product (1.0 means a 100% yield; for example, 0.34 means a 34% yield). The catalyst is C1COCC1. The yield is 0.780. The reactants are [H-].[Al+3].[Li+].[H-].[H-].[H-].[CH:7]([NH:9][C:10]([C:18]1[CH:23]=[CH:22][CH:21]=[CH:20][CH:19]=1)([CH2:16][CH3:17])[C:11](OCC)=[O:12])=O.S([O-])([O-])(=O)=O.[Mg+2].C(OCC)C. The product is [CH3:7][NH:9][C:10]([C:18]1[CH:23]=[CH:22][CH:21]=[CH:20][CH:19]=1)([CH2:16][CH3:17])[CH2:11][OH:12].